Dataset: Peptide-MHC class II binding affinity with 134,281 pairs from IEDB. Task: Regression. Given a peptide amino acid sequence and an MHC pseudo amino acid sequence, predict their binding affinity value. This is MHC class II binding data. (1) The peptide sequence is TKPEACSGEPVVVHI. The MHC is DRB1_0401 with pseudo-sequence DRB1_0401. The binding affinity (normalized) is 0.248. (2) The peptide sequence is GPNELGRFKHTDACCRTH. The MHC is DRB1_0701 with pseudo-sequence DRB1_0701. The binding affinity (normalized) is 0.415. (3) The peptide sequence is DTRLMRLEDEMKEGR. The MHC is DRB5_0101 with pseudo-sequence DRB5_0101. The binding affinity (normalized) is 0.211.